From a dataset of Forward reaction prediction with 1.9M reactions from USPTO patents (1976-2016). Predict the product of the given reaction. (1) Given the reactants [F:1][C:2]1[C:3]([C:22]([F:25])([F:24])[F:23])=[C:4]([C:9]2[CH2:14][CH2:13][N:12]([C:15]([O:17][C:18]([CH3:21])([CH3:20])[CH3:19])=[O:16])[CH2:11][CH:10]=2)[CH:5]=[C:6]([F:8])[CH:7]=1, predict the reaction product. The product is: [F:1][C:2]1[C:3]([C:22]([F:24])([F:25])[F:23])=[C:4]([CH:9]2[CH2:14][CH2:13][N:12]([C:15]([O:17][C:18]([CH3:21])([CH3:20])[CH3:19])=[O:16])[CH2:11][CH2:10]2)[CH:5]=[C:6]([F:8])[CH:7]=1. (2) Given the reactants [F:1][C:2]([F:9])([F:8])[C:3](OCC)=O.O.[NH2:11][NH2:12].C(S[C:16]([C:24]1[CH:29]=[CH:28][CH:27]=[CH:26][CH:25]=1)=[N:17][C:18]1[CH:23]=[CH:22][CH:21]=[CH:20][CH:19]=1)C, predict the reaction product. The product is: [C:24]1([C:16]2[N:17]([C:18]3[CH:23]=[CH:22][CH:21]=[CH:20][CH:19]=3)[C:3]([C:2]([F:1])([F:8])[F:9])=[N:12][N:11]=2)[CH:29]=[CH:28][CH:27]=[CH:26][CH:25]=1.